Dataset: Full USPTO retrosynthesis dataset with 1.9M reactions from patents (1976-2016). Task: Predict the reactants needed to synthesize the given product. Given the product [C:47]1([CH3:57])[CH:48]=[CH:49][C:50]([S:53]([OH:56])(=[O:54])=[O:55])=[CH:51][CH:52]=1.[NH2:1][C@@:2]1([C:22]#[N:23])[C@H:7]([O:8][CH2:9][C:10]2[CH:15]=[CH:14][C:13]([Cl:16])=[C:12]([Cl:17])[CH:11]=2)[CH2:6][C@@H:5]2[C@H:3]1[C@@:4]2([F:21])[C:18]([NH2:20])=[O:19], predict the reactants needed to synthesize it. The reactants are: [NH2:1][C@@:2]1([C:22]#[N:23])[C@H:7]([O:8][CH2:9][C:10]2[CH:15]=[CH:14][C:13]([Cl:16])=[C:12]([Cl:17])[CH:11]=2)[CH2:6][C@@H:5]2[C@H:3]1[C@@:4]2([F:21])[C:18]([NH2:20])=[O:19].N[C@]1(C#N)[C@H](OCC2C=CC(Cl)=C(Cl)C=2)C[C@@H]2[C@H]1[C@@]2(F)C(N)=O.[C:47]1([CH3:57])[CH:52]=[CH:51][C:50]([S:53]([OH:56])(=[O:55])=[O:54])=[CH:49][CH:48]=1.